Dataset: Forward reaction prediction with 1.9M reactions from USPTO patents (1976-2016). Task: Predict the product of the given reaction. Given the reactants [CH3:1][S:2]([NH:5][C:6]1[CH:17]=[CH:16][C:9]2[S:10][C:11]([C:13]([OH:15])=O)=[CH:12][C:8]=2[CH:7]=1)(=[O:4])=[O:3].C1(C(C2C=C(C=CC=2)N)=C)C=CC=CC=1.[C:33]1([C:39]2([C:42]3[CH:43]=[C:44]([CH:46]=[CH:47][CH:48]=3)[NH2:45])[CH2:41][CH2:40]2)[CH:38]=[CH:37][CH:36]=[CH:35][CH:34]=1.CN(C(ON1N=NC2C=CC=NC1=2)=[N+](C)C)C.F[P-](F)(F)(F)(F)F.CCN(C(C)C)C(C)C, predict the reaction product. The product is: [CH3:1][S:2]([NH:5][C:6]1[CH:17]=[CH:16][C:9]2[S:10][C:11]([C:13]([NH:45][C:44]3[CH:46]=[CH:47][CH:48]=[C:42]([C:39]4([C:33]5[CH:38]=[CH:37][CH:36]=[CH:35][CH:34]=5)[CH2:41][CH2:40]4)[CH:43]=3)=[O:15])=[CH:12][C:8]=2[CH:7]=1)(=[O:3])=[O:4].